This data is from Reaction yield outcomes from USPTO patents with 853,638 reactions. The task is: Predict the reaction yield, written as a fraction of the theoretical maximum amount of product (1.0 means a 100% yield; for example, 0.34 means a 34% yield). (1) The reactants are [OH:1][C:2]1[CH:3]=[C:4]([CH2:8][C:9]([OH:11])=O)[CH:5]=[CH:6][CH:7]=1.[CH:12]([NH2:15])([CH3:14])[CH3:13].CCCP(=O)=O. The catalyst is C1COCC1. The product is [OH:1][C:2]1[CH:3]=[C:4]([CH2:8][C:9]([NH:15][CH:12]([CH3:14])[CH3:13])=[O:11])[CH:5]=[CH:6][CH:7]=1. The yield is 0.700. (2) The reactants are [OH:1][CH2:2][CH:3]1[CH2:5][CH:4]1[C:6]([O:8][CH2:9][CH3:10])=[O:7].CCN(CC)CC.[CH3:18][S:19](Cl)(=[O:21])=[O:20]. The catalyst is CN(C1C=CN=CC=1)C.C(Cl)Cl. The product is [CH3:18][S:19]([O:1][CH2:2][CH:3]1[CH2:5][CH:4]1[C:6]([O:8][CH2:9][CH3:10])=[O:7])(=[O:21])=[O:20]. The yield is 0.990. (3) The reactants are [Br:1][C:2]1[CH:10]=[C:9]([C:11]([F:14])([F:13])[F:12])[CH:8]=[CH:7][C:3]=1[C:4]([OH:6])=[O:5].[C:15](=O)([O-])[O-].[K+].[K+].CI.O. The catalyst is CN(C=O)C. The product is [CH3:15][O:5][C:4](=[O:6])[C:3]1[CH:7]=[CH:8][C:9]([C:11]([F:12])([F:13])[F:14])=[CH:10][C:2]=1[Br:1]. The yield is 0.830. (4) The reactants are [Cl:1][C:2]1[CH:7]=[CH:6][C:5]([C@H:8]2[C@H:13]([O:14][CH2:15][C:16]3[CH:21]=[CH:20][CH:19]=[CH:18][CH:17]=3)[C@@H:12]([O:22][CH2:23][C:24]3[CH:29]=[CH:28][CH:27]=[CH:26][CH:25]=3)[C@H:11]([O:30][CH2:31][C:32]3[CH:37]=[CH:36][CH:35]=[CH:34][CH:33]=3)[C@@H:10]([CH2:38][O:39][CH2:40][C:41]3[CH:46]=[CH:45][CH:44]=[CH:43][CH:42]=3)[O:9]2)=[CH:4][C:3]=1[CH2:47][C:48]#[N:49].Br[CH2:51][CH2:52]Br.[OH-].[Na+]. The catalyst is C1(C)C=CC=CC=1.[Br-].C([N+](CCCC)(CCCC)CCCC)CCC. The product is [Cl:1][C:2]1[CH:7]=[CH:6][C:5]([C@H:8]2[C@H:13]([O:14][CH2:15][C:16]3[CH:17]=[CH:18][CH:19]=[CH:20][CH:21]=3)[C@@H:12]([O:22][CH2:23][C:24]3[CH:29]=[CH:28][CH:27]=[CH:26][CH:25]=3)[C@H:11]([O:30][CH2:31][C:32]3[CH:33]=[CH:34][CH:35]=[CH:36][CH:37]=3)[C@@H:10]([CH2:38][O:39][CH2:40][C:41]3[CH:42]=[CH:43][CH:44]=[CH:45][CH:46]=3)[O:9]2)=[CH:4][C:3]=1[C:47]1([C:48]#[N:49])[CH2:52][CH2:51]1. The yield is 0.710. (5) The reactants are [O:1]1[CH2:6][CH2:5][N:4]([C:7]2[N:12]=[C:11]([N:13]3[CH2:18][CH2:17][O:16][CH2:15][CH2:14]3)[N:10]=[C:9]([C:19]3[CH:25]=[CH:24][C:22]([NH2:23])=[CH:21][CH:20]=3)[N:8]=2)[CH2:3][CH2:2]1.[NH:26]1[CH2:30][CH2:29][NH:28][C:27]1=S. The catalyst is CN(C=O)C.[Hg](Cl)Cl. The product is [N:4]1([C:7]2[N:12]=[C:11]([N:13]3[CH2:18][CH2:17][O:16][CH2:15][CH2:14]3)[N:10]=[C:9]([C:19]3[CH:25]=[CH:24][C:22]([NH:23][C:27]4[NH:28][CH2:29][CH2:30][N:26]=4)=[CH:21][CH:20]=3)[N:8]=2)[CH2:5][CH2:6][O:1][CH2:2][CH2:3]1. The yield is 0.220. (6) The reactants are C[O:2][C:3](=[O:19])[CH:4]([C:9]1[C:14]([N+:15]([O-:17])=[O:16])=[CH:13][CH:12]=[CH:11][C:10]=1[F:18])C(OC)=O. The catalyst is Cl. The product is [F:18][C:10]1[CH:11]=[CH:12][CH:13]=[C:14]([N+:15]([O-:17])=[O:16])[C:9]=1[CH2:4][C:3]([OH:19])=[O:2]. The yield is 0.540.